Dataset: Forward reaction prediction with 1.9M reactions from USPTO patents (1976-2016). Task: Predict the product of the given reaction. (1) Given the reactants [Br:1][C:2]1[C:3]([OH:10])=[C:4]([CH:7]=[CH:8][CH:9]=1)[CH:5]=O.Br[CH2:12][C:13]([C:15]1[CH:20]=[CH:19][C:18]([O:21][CH3:22])=[C:17]([F:23])[CH:16]=1)=[O:14], predict the reaction product. The product is: [Br:1][C:2]1[C:3]2[O:10][C:12]([C:13]([C:15]3[CH:20]=[CH:19][C:18]([O:21][CH3:22])=[C:17]([F:23])[CH:16]=3)=[O:14])=[CH:5][C:4]=2[CH:7]=[CH:8][CH:9]=1. (2) Given the reactants [OH:1][C:2]1[CH:12]=[CH:11][C:5]2[C:6](=[O:10])[CH2:7][CH2:8][O:9][C:4]=2[C:3]=1[CH:13]=O.[C:15]1(P([C:15]2[CH:20]=[CH:19]C=[CH:17][CH:16]=2)[C:15]2[CH:20]=[CH:19]C=[CH:17][CH:16]=2)[CH:20]=[CH:19]C=[CH:17][CH:16]=1.C([Li])CCC, predict the reaction product. The product is: [CH:13](/[C:3]1[C:4]2[O:9][CH2:8][CH2:7][C:6](=[O:10])[C:5]=2[CH:11]=[CH:12][C:2]=1[OH:1])=[CH:19]\[CH:20]=[CH:15]\[CH:16]=[CH2:17].